From a dataset of Forward reaction prediction with 1.9M reactions from USPTO patents (1976-2016). Predict the product of the given reaction. (1) Given the reactants [CH3:1][N:2]([CH3:23])[C:3]1[CH:4]=[CH:5][C:6]([C:13]2[S:14][C:15]3[CH:21]([OH:22])[CH2:20][CH2:19][CH2:18][C:16]=3[N:17]=2)=[C:7]([CH:12]=1)[C:8]([O:10]C)=[O:9].[Li+].[OH-].C(O)(=O)CC(CC(O)=O)(C(O)=O)O, predict the reaction product. The product is: [CH3:1][N:2]([CH3:23])[C:3]1[CH:4]=[CH:5][C:6]([C:13]2[S:14][C:15]3[CH:21]([OH:22])[CH2:20][CH2:19][CH2:18][C:16]=3[N:17]=2)=[C:7]([CH:12]=1)[C:8]([OH:10])=[O:9]. (2) Given the reactants Cl[C:2]1[N:3]=[N:4][CH:5]=[C:6]([Cl:8])[CH:7]=1.[C:9](=[NH:22])(C1C=CC=CC=1)[C:10]1C=CC=CC=1.O1CCOCC1.ClCC=O, predict the reaction product. The product is: [Cl:8][C:6]1[CH:5]=[N:4][N:3]2[CH:10]=[CH:9][N:22]=[C:2]2[CH:7]=1. (3) Given the reactants [H-].[Na+].C1COCC1.[F:8][C:9]([F:41])([F:40])[C:10]1[CH:11]=[C:12]([CH:33]=[C:34]([C:36]([F:39])([F:38])[F:37])[CH:35]=1)[CH2:13][N:14]([CH2:30][CH2:31][OH:32])[C:15]([C:17]1[C:18](Cl)=[N:19][CH:20]=[CH:21][C:22]=1[C:23]1[CH:28]=[CH:27][CH:26]=[CH:25][CH:24]=1)=[O:16], predict the reaction product. The product is: [F:8][C:9]([F:41])([F:40])[C:10]1[CH:11]=[C:12]([CH:33]=[C:34]([C:36]([F:39])([F:38])[F:37])[CH:35]=1)[CH2:13][N:14]1[C:15](=[O:16])[C:17]2[C:22]([C:23]3[CH:28]=[CH:27][CH:26]=[CH:25][CH:24]=3)=[CH:21][CH:20]=[N:19][C:18]=2[O:32][CH2:31][CH2:30]1. (4) Given the reactants [CH:1]1([NH2:7])[CH2:6][CH2:5][CH2:4][CH2:3][CH2:2]1.C([Al](CC)CC)C.[Cl:15][C:16]1[CH:21]=[C:20]([Cl:22])[CH:19]=[CH:18][C:17]=1[N:23]1[C:27]([C:28]2[CH:33]=[CH:32][C:31]([O:34][CH2:35][CH2:36][CH2:37][F:38])=[CH:30][CH:29]=2)=[C:26]([CH2:39][OH:40])[C:25]([C:41]([O-])=[O:42])=[N:24]1.Cl, predict the reaction product. The product is: [CH:1]1([NH:7][C:41]([C:25]2[C:26]([CH2:39][OH:40])=[C:27]([C:28]3[CH:29]=[CH:30][C:31]([O:34][CH2:35][CH2:36][CH2:37][F:38])=[CH:32][CH:33]=3)[N:23]([C:17]3[CH:18]=[CH:19][C:20]([Cl:22])=[CH:21][C:16]=3[Cl:15])[N:24]=2)=[O:42])[CH2:6][CH2:5][CH2:4][CH2:3][CH2:2]1.